This data is from Forward reaction prediction with 1.9M reactions from USPTO patents (1976-2016). The task is: Predict the product of the given reaction. Given the reactants [CH2:1]([NH:5][S:6]([CH2:9][C:10]1[CH:15]=[CH:14][C:13]([Cl:16])=[CH:12][CH:11]=1)(=[O:8])=[O:7])[CH2:2][CH2:3][CH3:4].[C:17](OCC)(=[O:21])[C:18]([O-])=[O:19].CC(C)([O-])C.[K+].Cl, predict the reaction product. The product is: [CH2:1]([N:5]1[C:18](=[O:19])[C:17]([OH:21])=[C:9]([C:10]2[CH:11]=[CH:12][C:13]([Cl:16])=[CH:14][CH:15]=2)[S:6]1(=[O:8])=[O:7])[CH2:2][CH2:3][CH3:4].